Dataset: NCI-60 drug combinations with 297,098 pairs across 59 cell lines. Task: Regression. Given two drug SMILES strings and cell line genomic features, predict the synergy score measuring deviation from expected non-interaction effect. Drug 1: C1=NC2=C(N1)C(=S)N=C(N2)N. Drug 2: CS(=O)(=O)CCNCC1=CC=C(O1)C2=CC3=C(C=C2)N=CN=C3NC4=CC(=C(C=C4)OCC5=CC(=CC=C5)F)Cl. Cell line: NCI-H522. Synergy scores: CSS=30.1, Synergy_ZIP=-13.8, Synergy_Bliss=-3.21, Synergy_Loewe=-6.53, Synergy_HSA=-1.50.